From a dataset of Forward reaction prediction with 1.9M reactions from USPTO patents (1976-2016). Predict the product of the given reaction. Given the reactants [Br:1][C:2]1[C:3]([NH:9][NH:10][C:11](=O)[CH3:12])=[N:4][CH:5]=[C:6]([Br:8])[CH:7]=1.C(O)(=O)C, predict the reaction product. The product is: [Br:8][C:6]1[CH:7]=[C:2]([Br:1])[C:3]2[N:4]([C:11]([CH3:12])=[N:10][N:9]=2)[CH:5]=1.